Dataset: Full USPTO retrosynthesis dataset with 1.9M reactions from patents (1976-2016). Task: Predict the reactants needed to synthesize the given product. (1) Given the product [CH3:1][C:2]1[N:6]2[CH:7]=[CH:8][CH:9]=[CH:10][C:5]2=[N:4][C:3]=1[C:11]([OH:13])=[O:12], predict the reactants needed to synthesize it. The reactants are: [CH3:1][C:2]1[N:6]2[CH:7]=[CH:8][CH:9]=[CH:10][C:5]2=[N:4][C:3]=1[C:11]([O:13]CC)=[O:12].[OH-].[Na+]. (2) Given the product [OH:1][CH2:2][C@@H:3]([NH:10][C:11]([C:13]1[NH:14][CH:15]=[C:16]([C:18]2[C:23]([CH3:24])=[CH:22][N:21]=[C:20]([NH:33][CH2:31][CH3:32])[N:19]=2)[CH:17]=1)=[O:12])[C:4]1[CH:5]=[CH:6][CH:7]=[CH:8][CH:9]=1, predict the reactants needed to synthesize it. The reactants are: [OH:1][CH2:2][C@@H:3]([NH:10][C:11]([C:13]1[NH:14][CH:15]=[C:16]([C:18]2[C:23]([CH3:24])=[CH:22][N:21]=[C:20](S(CCC)(=O)=O)[N:19]=2)[CH:17]=1)=[O:12])[C:4]1[CH:9]=[CH:8][CH:7]=[CH:6][CH:5]=1.[CH2:31]([NH2:33])[CH3:32]. (3) Given the product [NH2:1][C:2]1[N:7]=[C:6]([C:8]([O:10][CH2:11][CH3:12])=[CH2:9])[C:5]([C:13]#[N:14])=[C:4]([S:15][CH2:16][CH2:23][C:18]2[CH:19]=[CH:20][CH:21]=[CH:22][N:17]=2)[N:3]=1, predict the reactants needed to synthesize it. The reactants are: [NH2:1][C:2]1[N:7]=[C:6]([C:8]([O:10][CH2:11][CH3:12])=[CH2:9])[C:5]([C:13]#[N:14])=[C:4]([S:15][CH3:16])[N:3]=1.[N:17]1[CH:22]=[CH:21][CH:20]=[CH:19][C:18]=1[CH2:23]C[S-].[Na+]. (4) The reactants are: [OH:1][C:2]([C:35]1[S:36][CH:37]=[CH:38][CH:39]=1)([C:30]1[S:31][CH:32]=[CH:33][CH:34]=1)[C:3]([O:5][C@H:6]1[CH2:11][CH2:10][C@H:9]([N:12]([CH3:29])[CH2:13][CH2:14][CH2:15][N:16]2[C:20]3[CH:21]=[CH:22][C:23]([CH2:25][CH:26]=O)=[CH:24][C:19]=3[O:18][C:17]2=[O:28])[CH2:8][CH2:7]1)=[O:4].C(O)(=O)C.[NH2:44][CH2:45][C@@H:46]([C:55]1[CH:64]=[CH:63][C:62]([OH:65])=[C:61]2[C:56]=1[CH:57]=[CH:58][C:59](=[O:66])[NH:60]2)[O:47][Si:48]([C:51]([CH3:54])([CH3:53])[CH3:52])([CH3:50])[CH3:49].[Na].C(=O)(O)[O-].[Na+]. Given the product [OH:1][C:2]([C:30]1[S:31][CH:32]=[CH:33][CH:34]=1)([C:35]1[S:36][CH:37]=[CH:38][CH:39]=1)[C:3]([O:5][C@H:6]1[CH2:11][CH2:10][C@H:9]([N:12]([CH2:13][CH2:14][CH2:15][N:16]2[C:20]3[CH:21]=[CH:22][C:23]([CH2:25][CH2:26][NH:44][CH2:45][C@H:46]([O:47][Si:48]([C:51]([CH3:54])([CH3:53])[CH3:52])([CH3:50])[CH3:49])[C:55]4[CH:64]=[CH:63][C:62]([OH:65])=[C:61]5[C:56]=4[CH:57]=[CH:58][C:59](=[O:66])[NH:60]5)=[CH:24][C:19]=3[O:18][C:17]2=[O:28])[CH3:29])[CH2:8][CH2:7]1)=[O:4], predict the reactants needed to synthesize it. (5) Given the product [CH2:29]([N:11]1[CH:12]=[CH:13][C:9]([B:4]2[O:3][C:2]([CH3:14])([CH3:1])[C:6]([CH3:7])([CH3:8])[O:5]2)=[CH:10]1)[C:30]1[CH:35]=[CH:34][CH:33]=[CH:32][CH:31]=1, predict the reactants needed to synthesize it. The reactants are: [CH3:1][C:2]1([CH3:14])[C:6]([CH3:8])([CH3:7])[O:5][B:4]([C:9]2[CH:13]=[CH:12][NH:11][CH:10]=2)[O:3]1.CC1(C)C(C)(C)OB(C2C=NNC=2)O1.[CH2:29](Br)[C:30]1[CH:35]=[CH:34][CH:33]=[CH:32][CH:31]=1. (6) Given the product [CH3:9][CH2:33]/[C:32](/[CH3:34])=[CH:31]/[CH2:30][CH2:29]/[C:28](/[CH3:35])=[CH:27]/[CH2:26][CH2:25]/[C:24](/[CH3:36])=[CH:23]/[CH2:22][CH2:21]/[C:18](/[CH3:17])=[CH:19]/[CH2:20][CH2:2][C:1]([OH:7])=[O:3].[CH3:17][C:18]([CH2:21][CH2:22][CH:23]=[C:24]([CH3:36])[CH2:25][CH2:26][CH:27]=[C:28]([CH3:35])[CH2:29][CH2:30][CH:31]=[C:32]([CH3:34])[CH3:33])=[CH:19][CH2:20][CH2:2][C:1]([O:5][CH3:6])=[O:3], predict the reactants needed to synthesize it. The reactants are: [C:1]([O:7]C)([O:5][CH3:6])([O:3]C)[CH3:2].[C:9](O)(=O)CCCCC.[CH3:17][C:18](O)([CH2:21][CH2:22][CH:23]=[C:24]([CH3:36])[CH2:25][CH2:26][CH:27]=[C:28]([CH3:35])[CH2:29][CH2:30][CH:31]=[C:32]([CH3:34])[CH3:33])[CH:19]=[CH2:20]. (7) Given the product [F:23][C:11]1[CH:10]=[CH:9][C:8]([C:26]2[N:30]3[CH:31]=[CH:32][C:33]([C:35]([OH:38])([CH3:36])[CH3:37])=[N:34][C:29]3=[N:28][CH:27]=2)=[CH:13][C:12]=1[C:14]1[CH:22]=[N:21][CH:20]=[CH:19][C:15]=1[C:16]([NH2:18])=[O:17], predict the reactants needed to synthesize it. The reactants are: CC1(C)COB([C:8]2[CH:9]=[CH:10][C:11]([F:23])=[C:12]([C:14]3[CH:22]=[N:21][CH:20]=[CH:19][C:15]=3[C:16]([NH2:18])=[O:17])[CH:13]=2)OC1.Br[C:26]1[N:30]2[CH:31]=[CH:32][C:33]([C:35]([OH:38])([CH3:37])[CH3:36])=[N:34][C:29]2=[N:28][CH:27]=1.